Dataset: Retrosynthesis with 50K atom-mapped reactions and 10 reaction types from USPTO. Task: Predict the reactants needed to synthesize the given product. (1) The reactants are: CCCC[Sn](CCCC)(CCCC)c1ccccn1.O=[N+]([O-])c1ccccc1I. Given the product O=[N+]([O-])c1ccccc1-c1ccccn1, predict the reactants needed to synthesize it. (2) Given the product COCCc1nc2cnc3ccc(C=CC(=O)N(C)C)cc3c2n1CCCN1CCCC1=O, predict the reactants needed to synthesize it. The reactants are: C=CC(=O)N(C)C.COCCc1nc2cnc3ccc(Br)cc3c2n1CCCN1CCCC1=O. (3) Given the product CC(=O)OCCS(=O)(=O)Nc1ccc(Cc2ccc(C(=O)c3ccccc3)n2C)c(F)c1, predict the reactants needed to synthesize it. The reactants are: CC(=O)OCCS(=O)(=O)Cl.Cn1c(Cc2ccc(N)cc2F)ccc1C(=O)c1ccccc1. (4) Given the product COc1ccc(CCN)c(C)c1, predict the reactants needed to synthesize it. The reactants are: COc1ccc(CC#N)c(C)c1. (5) The reactants are: O=C(NCc1ccccc1)c1ccc(-c2nc3ccccc3n2-c2ccc(OC3CCCCO3)cc2)cc1. Given the product O=C(NCc1ccccc1)c1ccc(-c2nc3ccccc3n2-c2ccc(O)cc2)cc1, predict the reactants needed to synthesize it. (6) Given the product CS(=O)(=O)c1ccc(-c2cncc(Cl)n2)cc1, predict the reactants needed to synthesize it. The reactants are: CS(=O)(=O)c1ccc(B(O)O)cc1.Clc1cncc(Cl)n1. (7) Given the product CC1(C)CCC2=C(O1)c1ccccc1C1(OCC(CN)O1)C2=O, predict the reactants needed to synthesize it. The reactants are: CC1(C)CCC2=C(O1)c1ccccc1C1(OCC(CN=[N+]=[N-])O1)C2=O. (8) Given the product CC(C)(C)OC(=O)N1CCC[C@H](Cn2c(-c3ccccc3Cl)cc3cnc(NCc4ccc(F)c(F)c4)nc32)C1, predict the reactants needed to synthesize it. The reactants are: CC(C)(C)OC(=O)N1CCC[C@H](Cn2c(-c3ccccc3Cl)cc3cnc(Cl)nc32)C1.NCc1ccc(F)c(F)c1.